This data is from TCR-epitope binding with 47,182 pairs between 192 epitopes and 23,139 TCRs. The task is: Binary Classification. Given a T-cell receptor sequence (or CDR3 region) and an epitope sequence, predict whether binding occurs between them. (1) The TCR CDR3 sequence is CASSLLDRVLAGELFF. Result: 1 (the TCR binds to the epitope). The epitope is PKYVKQNTLKLAT. (2) The epitope is RLFRKSNLK. The TCR CDR3 sequence is CASSALGGADGYTF. Result: 0 (the TCR does not bind to the epitope). (3) The epitope is KAFSPEVIPMF. The TCR CDR3 sequence is CSASRRETQYF. Result: 0 (the TCR does not bind to the epitope). (4) The epitope is TLDSKTQSL. The TCR CDR3 sequence is CASSLAPLWDRMNTEAFF. Result: 1 (the TCR binds to the epitope). (5) The epitope is VLWAHGFEL. The TCR CDR3 sequence is CASSESSGNEQFF. Result: 1 (the TCR binds to the epitope). (6) The epitope is SLVKPSFYV. The TCR CDR3 sequence is CASSLQQAGEQFF. Result: 0 (the TCR does not bind to the epitope).